From a dataset of Reaction yield outcomes from USPTO patents with 853,638 reactions. Predict the reaction yield, written as a fraction of the theoretical maximum amount of product (1.0 means a 100% yield; for example, 0.34 means a 34% yield). (1) The reactants are Br[C:2]1[C:3]([CH3:15])=[C:4]([CH3:14])[C:5]2[O:9][C:8]([CH3:11])([CH3:10])[CH2:7][C:6]=2[C:12]=1[CH3:13].[F:16][C:17]1[CH:22]=[CH:21][C:20]([N:23]2[CH2:28][CH2:27][NH:26][CH2:25][CH2:24]2)=[CH:19][CH:18]=1. No catalyst specified. The product is [F:16][C:17]1[CH:18]=[CH:19][C:20]([N:23]2[CH2:28][CH2:27][N:26]([C:2]3[C:3]([CH3:15])=[C:4]([CH3:14])[C:5]4[O:9][C:8]([CH3:11])([CH3:10])[CH2:7][C:6]=4[C:12]=3[CH3:13])[CH2:25][CH2:24]2)=[CH:21][CH:22]=1. The yield is 0.270. (2) The reactants are CO[C:3]([C:5]1[CH:10]=[CH:9][C:8](B(O)O)=[CH:7][CH:6]=1)=O.[NH2:14][C:15]1[CH2:16][C:17]([C:27]([N:29]([CH2:33][CH2:34][CH3:35])[CH2:30][CH2:31][CH3:32])=[O:28])=[CH:18][C:19]2[CH:25]=[CH:24][C:23](Br)=[CH:22][C:20]=2[N:21]=1.C(=O)([O-])[O-].[K+].[K+].[CH3:42][CH2:43][O:44][C:45]([CH3:47])=[O:46]. The catalyst is C(#N)C.C1C=CC([P]([Pd]([P](C2C=CC=CC=2)(C2C=CC=CC=2)C2C=CC=CC=2)([P](C2C=CC=CC=2)(C2C=CC=CC=2)C2C=CC=CC=2)[P](C2C=CC=CC=2)(C2C=CC=CC=2)C2C=CC=CC=2)(C2C=CC=CC=2)C2C=CC=CC=2)=CC=1. The product is [NH2:14][C:15]1[CH2:16][C:17]([C:27](=[O:28])[N:29]([CH2:33][CH2:34][CH3:35])[CH2:30][CH2:31][CH3:32])=[CH:18][C:19]2[CH:25]=[CH:24][C:23]([C:8]3[CH:7]=[CH:6][C:5]([CH2:3][CH2:47][C:45]([O:44][CH2:43][CH3:42])=[O:46])=[CH:10][CH:9]=3)=[CH:22][C:20]=2[N:21]=1. The yield is 0.270. (3) The yield is 0.240. The product is [CH2:17]([C:12]1[CH:13]=[CH:14][CH:15]=[CH:16][C:11]=1[NH:10][C:8]([C:3]1[C:4]([CH3:7])=[N:5][S:6][C:2]=1[NH:1][C:20]1[N:25]=[C:24]([CH2:26][CH3:27])[CH:23]=[CH:22][N:21]=1)=[O:9])[CH3:18]. The reactants are [NH2:1][C:2]1[S:6][N:5]=[C:4]([CH3:7])[C:3]=1[C:8]([NH:10][C:11]1[CH:16]=[CH:15][CH:14]=[CH:13][C:12]=1[CH2:17][CH3:18])=[O:9].Cl[C:20]1[N:25]=[C:24]([CH2:26][CH3:27])[CH:23]=[CH:22][N:21]=1.C(=O)([O-])[O-].[Cs+].[Cs+].CC1(C)C2C(=C(P(C3C=CC=CC=3)C3C=CC=CC=3)C=CC=2)OC2C(P(C3C=CC=CC=3)C3C=CC=CC=3)=CC=CC1=2. The catalyst is O1CCOCC1.CN(C=O)C.C([O-])(=O)C.[Pd+2].C([O-])(=O)C. (4) The product is [CH2:1]([N:8]1[CH2:20][C:19]2[S:18][C:17]3[N:16]=[C:15]([CH3:21])[C:14]([CH:22]([CH2:28][CH2:29][CH3:30])[C:23]([OH:25])=[O:24])=[C:13]([C:31]4[CH:32]=[CH:33][C:34]([CH3:37])=[CH:35][CH:36]=4)[C:12]=3[C:11]=2[CH2:10][CH2:9]1)[C:2]1[CH:3]=[CH:4][CH:5]=[CH:6][CH:7]=1. The reactants are [CH2:1]([N:8]1[CH2:20][C:19]2[S:18][C:17]3[N:16]=[C:15]([CH3:21])[C:14]([CH:22]([CH2:28][CH2:29][CH3:30])[C:23]([O:25]CC)=[O:24])=[C:13]([C:31]4[CH:36]=[CH:35][C:34]([CH3:37])=[CH:33][CH:32]=4)[C:12]=3[C:11]=2[CH2:10][CH2:9]1)[C:2]1[CH:7]=[CH:6][CH:5]=[CH:4][CH:3]=1.[OH-].[Na+]. The yield is 0.0550. The catalyst is CO.C(O)C. (5) The reactants are [F:1][C:2]([F:35])([F:34])[C:3]1[CH:4]=[C:5]([CH2:13][O:14][C@@H:15]2[CH2:21][CH2:20][C@@H:19]3[N:22](CC=C)[C@@:16]2([C:28]2[CH:33]=[CH:32][CH:31]=[CH:30][CH:29]=2)[C@@H:17]([C:26]#[N:27])[CH2:18]3)[CH:6]=[C:7]([C:9]([F:12])([F:11])[F:10])[CH:8]=1.CN1C(=O)CC(=O)N(C)C1=O.[OH-].[Na+]. The catalyst is ClCCl.O.C1C=CC([P]([Pd]([P](C2C=CC=CC=2)(C2C=CC=CC=2)C2C=CC=CC=2)([P](C2C=CC=CC=2)(C2C=CC=CC=2)C2C=CC=CC=2)[P](C2C=CC=CC=2)(C2C=CC=CC=2)C2C=CC=CC=2)(C2C=CC=CC=2)C2C=CC=CC=2)=CC=1. The product is [F:11][C:9]([F:10])([F:12])[C:7]1[CH:6]=[C:5]([CH2:13][O:14][C@@H:15]2[CH2:21][CH2:20][C@@H:19]3[NH:22][C@@:16]2([C:28]2[CH:33]=[CH:32][CH:31]=[CH:30][CH:29]=2)[C@@H:17]([C:26]#[N:27])[CH2:18]3)[CH:4]=[C:3]([C:2]([F:1])([F:34])[F:35])[CH:8]=1. The yield is 0.600. (6) The reactants are [CH3:1][C:2]1[CH:6]=[CH:5][S:4][C:3]=1[CH2:7][NH:8][C:9]1[S:10][CH2:11][C:12](=[O:14])[N:13]=1.[N:15]1[C:24]2[C:19](=[N:20][C:21]([CH:25]=O)=[CH:22][CH:23]=2)[CH:18]=[CH:17][CH:16]=1.C(O)(=O)C1C=CC=CC=1.N1CCCCC1. The catalyst is C1(C)C=CC=CC=1. The product is [CH3:1][C:2]1[CH:6]=[CH:5][S:4][C:3]=1[CH2:7][NH:8][C:9]1[S:10][C:11](=[CH:25][C:21]2[CH:22]=[CH:23][C:24]3[C:19](=[CH:18][CH:17]=[CH:16][N:15]=3)[N:20]=2)[C:12](=[O:14])[N:13]=1. The yield is 0.439.